Dataset: Reaction yield outcomes from USPTO patents with 853,638 reactions. Task: Predict the reaction yield, written as a fraction of the theoretical maximum amount of product (1.0 means a 100% yield; for example, 0.34 means a 34% yield). (1) The reactants are [CH:1]([O:4][C:5]1[CH:28]=[CH:27][C:8]([C:9]([N:11]2[CH2:16][CH2:15][C:14]3([CH2:25][C:24](=[O:26])[C:23]4[C:18](=[CH:19][CH:20]=[CH:21][CH:22]=4)[O:17]3)[CH2:13][CH2:12]2)=[O:10])=[CH:7][C:6]=1[O:29][CH3:30])([CH3:3])[CH3:2].[BH4-].[Na+]. The catalyst is CCO. The product is [OH:26][CH:24]1[C:23]2[C:18](=[CH:19][CH:20]=[CH:21][CH:22]=2)[O:17][C:14]2([CH2:13][CH2:12][N:11]([C:9]([C:8]3[CH:27]=[CH:28][C:5]([O:4][CH:1]([CH3:2])[CH3:3])=[C:6]([O:29][CH3:30])[CH:7]=3)=[O:10])[CH2:16][CH2:15]2)[CH2:25]1. The yield is 0.830. (2) The reactants are [C:1]([O:5][C:6]([C@@H:8]([CH2:13][N:14]([CH2:27][CH2:28][CH2:29][CH:30]=[CH2:31])[S:15]([C:18]1[CH:23]=[CH:22][CH:21]=[CH:20][C:19]=1[N+:24]([O-:26])=[O:25])(=[O:17])=[O:16])[C:9]([O:11]C)=[O:10])=[O:7])([CH3:4])([CH3:3])[CH3:2].C1COCC1.CO.[OH-].[Li+]. The catalyst is O. The product is [C:1]([O:5][C:6]([C@@H:8]([CH2:13][N:14]([CH2:27][CH2:28][CH2:29][CH:30]=[CH2:31])[S:15]([C:18]1[CH:23]=[CH:22][CH:21]=[CH:20][C:19]=1[N+:24]([O-:26])=[O:25])(=[O:17])=[O:16])[C:9]([OH:11])=[O:10])=[O:7])([CH3:2])([CH3:4])[CH3:3]. The yield is 0.890. (3) The reactants are [CH3:1][O:2][C:3](=[O:15])[C:4]1[CH:12]=[CH:11][C:7]([C:8]([OH:10])=O)=[C:6]([O:13][CH3:14])[CH:5]=1.C(Cl)CCl.C1C=NC2N(O)N=NC=2C=1.CCN(C(C)C)C(C)C.[CH3:39][NH:40][CH2:41][CH2:42][N:43]1[CH2:48][CH2:47][CH:46]([O:49][C:50](=[O:64])[NH:51][C:52]2[CH:57]=[CH:56][CH:55]=[CH:54][C:53]=2[C:58]2[CH:63]=[CH:62][CH:61]=[CH:60][CH:59]=2)[CH2:45][CH2:44]1. The catalyst is CN(C=O)C. The product is [CH3:1][O:2][C:3](=[O:15])[C:4]1[CH:12]=[CH:11][C:7]([C:8]([N:40]([CH2:41][CH2:42][N:43]2[CH2:44][CH2:45][CH:46]([O:49][C:50](=[O:64])[NH:51][C:52]3[CH:57]=[CH:56][CH:55]=[CH:54][C:53]=3[C:58]3[CH:63]=[CH:62][CH:61]=[CH:60][CH:59]=3)[CH2:47][CH2:48]2)[CH3:39])=[O:10])=[C:6]([O:13][CH3:14])[CH:5]=1. The yield is 0.890. (4) The reactants are [O:1]=[C:2]1[N:6]([CH2:7][C:8]([O:10][CH2:11][C:12]2[CH:17]=[CH:16][CH:15]=[CH:14][CH:13]=2)=[O:9])[CH2:5][CH2:4][O:3]1.[CH:18]([N-]C(C)C)(C)C.[Li+].IC. The catalyst is C1COCC1. The yield is 0.700. The product is [O:1]=[C:2]1[N:6]([CH:7]([CH3:18])[C:8]([O:10][CH2:11][C:12]2[CH:17]=[CH:16][CH:15]=[CH:14][CH:13]=2)=[O:9])[CH2:5][CH2:4][O:3]1.